This data is from Full USPTO retrosynthesis dataset with 1.9M reactions from patents (1976-2016). The task is: Predict the reactants needed to synthesize the given product. (1) Given the product [F:13][C:14]([F:31])([F:30])[CH:15]=[CH:1][C:3]1[CH:12]=[CH:11][C:6]([C:7]([OH:9])=[O:8])=[CH:5][CH:4]=1, predict the reactants needed to synthesize it. The reactants are: [CH:1]([C:3]1[CH:12]=[CH:11][C:6]([C:7]([O:9]C)=[O:8])=[CH:5][CH:4]=1)=O.[F:13][C:14]([F:31])([F:30])[CH2:15]P(=O)(C1C=CC=CC=1)C1C=CC=CC=1. (2) Given the product [CH3:16][O:15][C:13]1[CH:12]=[C:11]2[C:6]([CH2:7][CH:8]([C:20]3[CH:21]=[CH:22][C:23]([O:26][CH3:27])=[CH:24][CH:25]=3)[CH:9]3[CH2:19][CH2:18][CH2:17][CH:10]32)=[C:5]([CH2:3][OH:2])[CH:14]=1, predict the reactants needed to synthesize it. The reactants are: C[O:2][C:3]([C:5]1[C:6]2[CH2:7][CH:8]([C:20]3[CH:25]=[CH:24][C:23]([O:26][CH3:27])=[CH:22][CH:21]=3)[CH:9]3[CH2:19][CH2:18][CH2:17][CH:10]3[C:11]=2[CH:12]=[C:13]([O:15][CH3:16])[CH:14]=1)=O.[H-].[Al+3].[Li+].[H-].[H-].[H-].O.[OH-].[Na+]. (3) Given the product [CH2:1]([O:3][C:4](=[O:5])[NH:6][C:7]1[CH:12]=[C:11]([F:13])[C:10]2[C:18](=[O:20])[CH2:17][CH2:16][CH2:15][CH2:14][C:9]=2[C:8]=1[F:21])[CH3:2], predict the reactants needed to synthesize it. The reactants are: [CH2:1]([O:3][C:4]([NH:6][C:7]1[C:8]([F:21])=[C:9]([CH2:14][CH2:15][CH2:16][CH2:17][C:18]([OH:20])=O)[CH:10]=[C:11]([F:13])[CH:12]=1)=[O:5])[CH3:2].CS(O)(=O)=O.O=P12OP3(OP(OP(O3)(O1)=O)(=O)O2)=O. (4) Given the product [F:13][C:14]1[CH:20]=[CH:19][CH:18]=[C:17]([F:21])[C:15]=1[N:16]=[C:10]([C:6]1[CH:7]=[CH:8][CH:9]=[C:4]([C:1](=[O:3])[CH3:2])[N:5]=1)[CH3:11], predict the reactants needed to synthesize it. The reactants are: [C:1]([C:4]1[CH:9]=[CH:8][CH:7]=[C:6]([C:10](=O)[CH3:11])[N:5]=1)(=[O:3])[CH3:2].[F:13][C:14]1[CH:20]=[CH:19][CH:18]=[C:17]([F:21])[C:15]=1[NH2:16]. (5) Given the product [C:3]([NH:11][C:12]1[CH:20]=[C:19]([CH2:21][CH2:22][C:23]2[CH:28]=[CH:27][CH:26]=[C:25]([Cl:29])[CH:24]=2)[CH:18]=[CH:17][C:13]=1[C:14]([OH:16])=[O:15])(=[O:10])[C:4]1[CH:9]=[CH:8][CH:7]=[CH:6][CH:5]=1, predict the reactants needed to synthesize it. The reactants are: CO.[C:3]([NH:11][C:12]1[CH:20]=[C:19](/[CH:21]=[CH:22]/[C:23]2[CH:28]=[CH:27][CH:26]=[C:25]([Cl:29])[CH:24]=2)[CH:18]=[CH:17][C:13]=1[C:14]([OH:16])=[O:15])(=[O:10])[C:4]1[CH:9]=[CH:8][CH:7]=[CH:6][CH:5]=1. (6) The reactants are: [Cl-:1].[CH3:2][O:3][CH:4]([C:13]1[CH:23]=[CH:22][C:16]2[CH2:17][CH2:18][NH2+:19][CH2:20][CH2:21][C:15]=2[CH:14]=1)[CH2:5][CH2:6][C:7]1[CH:11]=[CH:10][N:9]([CH3:12])[N:8]=1.[C:24]1(=O)[CH2:27][CH2:26][CH2:25]1.C(N(CC)CC)C.C(O[BH-](OC(=O)C)OC(=O)C)(=O)C.[Na+].C(O)(=O)C. Given the product [Cl-:1].[CH:24]1([NH+:19]2[CH2:20][CH2:21][C:15]3[CH:14]=[C:13]([CH:4]([O:3][CH3:2])[CH2:5][CH2:6][C:7]4[CH:11]=[CH:10][N:9]([CH3:12])[N:8]=4)[CH:23]=[CH:22][C:16]=3[CH2:17][CH2:18]2)[CH2:27][CH2:26][CH2:25]1.[ClH:1], predict the reactants needed to synthesize it.